This data is from Catalyst prediction with 721,799 reactions and 888 catalyst types from USPTO. The task is: Predict which catalyst facilitates the given reaction. (1) Reactant: [CH3:1][C:2]1([CH3:18])[C:6]([CH3:8])([CH3:7])[O:5][B:4]([C:9]2[CH:17]=[CH:16][C:12]([C:13]([OH:15])=O)=[CH:11][CH:10]=2)[O:3]1.[N:19]1[CH:24]=[CH:23][C:22]([CH2:25][CH2:26][NH2:27])=[CH:21][CH:20]=1.CN(C(ON1N=NC2C=CC=NC1=2)=[N+](C)C)C.F[P-](F)(F)(F)(F)F.CCN(C(C)C)C(C)C. Product: [N:19]1[CH:24]=[CH:23][C:22]([CH2:25][CH2:26][NH:27][C:13](=[O:15])[C:12]2[CH:11]=[CH:10][C:9]([B:4]3[O:5][C:6]([CH3:7])([CH3:8])[C:2]([CH3:1])([CH3:18])[O:3]3)=[CH:17][CH:16]=2)=[CH:21][CH:20]=1. The catalyst class is: 2. (2) Reactant: [C:1]([C:5]1[CH:10]=[C:9]([C:11]([CH3:14])([CH3:13])[CH3:12])[CH:8]=[CH:7][C:6]=1[OH:15])([CH3:4])([CH3:3])[CH3:2].[Se](=O)=O. Product: [C:1]([C:5]1[CH:10]=[C:9]([C:11]([CH3:14])([CH3:13])[CH3:12])[CH:8]=[C:7]([C:7]2[C:6]([OH:15])=[C:5]([C:1]([CH3:4])([CH3:3])[CH3:2])[CH:10]=[C:9]([C:11]([CH3:14])([CH3:13])[CH3:12])[CH:8]=2)[C:6]=1[OH:15])([CH3:4])([CH3:3])[CH3:2]. The catalyst class is: 17. (3) Reactant: C([N:3]([CH2:6][CH3:7])[CH2:4]C)C.C1(P(N=[N+]=[N-])(C2C=CC=CC=2)=[O:15])C=CC=CC=1.[C:25]([O:29][C:30]([NH:32][C@@H:33]1[CH2:38]CC[C@H:35](C(O)=O)[CH2:34]1)=[O:31])([CH3:28])([CH3:27])[CH3:26].[CH2:42]([OH:49])[C:43]1[CH:48]=[CH:47][CH:46]=[CH:45][CH:44]=1. Product: [C@H:6]1([NH:3][C:4](=[O:15])[O:49][CH2:42][C:43]2[CH:48]=[CH:47][CH:46]=[CH:45][CH:44]=2)[CH2:7][CH2:35][CH2:34][C@@H:33]([NH:32][C:30](=[O:31])[O:29][C:25]([CH3:28])([CH3:27])[CH3:26])[CH2:38]1. The catalyst class is: 260. (4) Reactant: [CH3:1][C:2]1([CH3:11])[O:6][CH:5]([CH2:7][CH2:8][CH2:9][OH:10])[CH2:4][O:3]1.C(N(CC)CC)C.[CH3:19][S:20](Cl)(=[O:22])=[O:21].O. Product: [CH3:19][S:20]([O:10][CH2:9][CH2:8][CH2:7][CH:5]1[CH2:4][O:3][C:2]([CH3:11])([CH3:1])[O:6]1)(=[O:22])=[O:21]. The catalyst class is: 13. (5) Reactant: [CH3:1][C:2]1[CH:3]=[C:4]([C:9]2[CH:10]=[N:11][C:12]([NH2:15])=[N:13][CH:14]=2)[CH:5]=[CH:6][C:7]=1[CH3:8].N1C=CC=CC=1.[Cl:22][C:23]1[CH:24]=[CH:25][C:26]([N+:32]([O-:34])=[O:33])=[C:27]([CH:31]=1)[C:28](Cl)=[O:29]. Product: [Cl:22][C:23]1[CH:24]=[CH:25][C:26]([N+:32]([O-:34])=[O:33])=[C:27]([CH:31]=1)[C:28]([NH:15][C:12]1[N:11]=[CH:10][C:9]([C:4]2[CH:5]=[CH:6][C:7]([CH3:8])=[C:2]([CH3:1])[CH:3]=2)=[CH:14][N:13]=1)=[O:29]. The catalyst class is: 4. (6) Reactant: [N:1]1[N:2]([C:6]2[CH:7]=[C:8]([NH:12][C:13]3[C:18]([C:19]([NH2:21])=[O:20])=[CH:17][N:16]=[C:15](SC)[N:14]=3)[CH:9]=[CH:10][CH:11]=2)[N:3]=[CH:4][CH:5]=1.C1C=C(Cl)C=C(C(OO)=O)C=1.CCN(C(C)C)C(C)C.Cl.Cl.[N:46]1[C:55]2[CH:54]([NH2:56])[CH2:53][CH2:52][CH2:51][C:50]=2[CH:49]=[CH:48][CH:47]=1. Product: [N:1]1[N:2]([C:6]2[CH:7]=[C:8]([NH:12][C:13]3[C:18]([C:19]([NH2:21])=[O:20])=[CH:17][N:16]=[C:15]([NH:56][CH:54]4[C:55]5[N:46]=[CH:47][CH:48]=[CH:49][C:50]=5[CH2:51][CH2:52][CH2:53]4)[N:14]=3)[CH:9]=[CH:10][CH:11]=2)[N:3]=[CH:4][CH:5]=1. The catalyst class is: 296.